Dataset: Forward reaction prediction with 1.9M reactions from USPTO patents (1976-2016). Task: Predict the product of the given reaction. (1) Given the reactants [C:1]([C:3]1[CH:11]=[CH:10][C:6]([C:7](Cl)=[O:8])=[CH:5][C:4]=1[F:12])#[N:2].[CH3:13][C:14]1[C:19]2[NH:20][C:21](=[O:23])[O:22][C:18]=2[CH:17]=[CH:16][CH:15]=1.[Cl-].[Cl-].[Cl-].[Al+3], predict the reaction product. The product is: [F:12][C:4]1[CH:5]=[C:6]([C:7]([C:16]2[CH:15]=[C:14]([CH3:13])[C:19]3[NH:20][C:21](=[O:23])[O:22][C:18]=3[CH:17]=2)=[O:8])[CH:10]=[CH:11][C:3]=1[C:1]#[N:2]. (2) Given the reactants [Cl:1][C:2]1[CH:7]=[CH:6][C:5]([C:8]2[N:12]([C:13]3[CH:18]=[CH:17][CH:16]=[CH:15][CH:14]=3)[N:11]=[C:10]([CH2:19][CH2:20][CH:21]=O)[CH:9]=2)=[CH:4][CH:3]=1.[Cl:23][C:24]1[CH:29]=[CH:28][C:27]([N:30]2[CH2:35][CH2:34][NH:33][CH2:32][CH2:31]2)=[CH:26][CH:25]=1.CCN(C(C)C)C(C)C.[BH-](OC(C)=O)(OC(C)=O)OC(C)=O.[Na+], predict the reaction product. The product is: [Cl:23][C:24]1[CH:25]=[CH:26][C:27]([N:30]2[CH2:35][CH2:34][N:33]([CH2:21][CH2:20][CH2:19][C:10]3[CH:9]=[C:8]([C:5]4[CH:6]=[CH:7][C:2]([Cl:1])=[CH:3][CH:4]=4)[N:12]([C:13]4[CH:18]=[CH:17][CH:16]=[CH:15][CH:14]=4)[N:11]=3)[CH2:32][CH2:31]2)=[CH:28][CH:29]=1. (3) Given the reactants [C:1]([C:3]1[CH:4]=[CH:5][C:6]([C:17]([F:20])([F:19])[F:18])=[C:7]([NH:9][C:10](=[O:16])[O:11][C:12]([CH3:15])([CH3:14])[CH3:13])[CH:8]=1)#[N:2], predict the reaction product. The product is: [NH2:2][CH2:1][C:3]1[CH:4]=[CH:5][C:6]([C:17]([F:18])([F:19])[F:20])=[C:7]([NH:9][C:10](=[O:16])[O:11][C:12]([CH3:15])([CH3:13])[CH3:14])[CH:8]=1. (4) Given the reactants [Cl:1][C:2]1[C:3]([C:9]2[C:17]3[C:12](=[CH:13][CH:14]=[C:15](I)[CH:16]=3)[N:11]([CH2:19][CH2:20][O:21][CH3:22])[CH:10]=2)=[N:4][C:5]([NH2:8])=[N:6][CH:7]=1.[C:23]([Si](C)(C)C)#[CH:24].C([O-])([O-])=O.[K+].[K+], predict the reaction product. The product is: [Cl:1][C:2]1[C:3]([C:9]2[C:17]3[C:12](=[CH:13][CH:14]=[C:15]([C:23]#[CH:24])[CH:16]=3)[N:11]([CH2:19][CH2:20][O:21][CH3:22])[CH:10]=2)=[N:4][C:5]([NH2:8])=[N:6][CH:7]=1. (5) Given the reactants COC(=O)[C:4]1[CH:9]=[C:8]([Br:10])[CH:7]=[CH:6][C:5]=1[Cl:11].[CH3:13][Mg]Br.Cl.C([O:19][CH2:20][CH3:21])C, predict the reaction product. The product is: [Br:10][C:8]1[CH:7]=[CH:6][C:5]([Cl:11])=[C:4]([C:20]([OH:19])([CH3:21])[CH3:13])[CH:9]=1. (6) Given the reactants [OH:1][C:2]1[C:9]([N+:10]([O-])=O)=[CH:8][C:5]([C:6]#[N:7])=[CH:4][C:3]=1[C:13]([CH3:15])=[CH2:14], predict the reaction product. The product is: [NH2:10][C:9]1[CH:8]=[C:5]([CH:4]=[C:3]([CH:13]([CH3:15])[CH3:14])[C:2]=1[OH:1])[C:6]#[N:7].